Task: Predict which catalyst facilitates the given reaction.. Dataset: Catalyst prediction with 721,799 reactions and 888 catalyst types from USPTO (1) Reactant: [C:1]([O:5][C:6](=[O:13])[NH:7][CH:8]([CH2:11][OH:12])[CH2:9][CH3:10])([CH3:4])([CH3:3])[CH3:2].[CH2:14]([O:16][C:17](=[O:21])[CH:18]=[N+]=[N-])[CH3:15]. Product: [CH2:14]([O:16][C:17](=[O:21])[CH2:18][O:12][CH2:11][CH:8]([NH:7][C:6]([O:5][C:1]([CH3:2])([CH3:3])[CH3:4])=[O:13])[CH2:9][CH3:10])[CH3:15]. The catalyst class is: 26. (2) Reactant: [NH2:1][C:2](N)=[S:3].[CH2:5]([O:7][C:8](=[O:19])[C:9]1[CH:14]=[C:13]([CH3:15])[N:12]=[C:11](Cl)[C:10]=1C#N)[CH3:6]. Product: [CH2:5]([O:7][C:8](=[O:19])[C:9]1[CH:14]=[C:13]([CH3:15])[N:1]=[C:2]([SH:3])[C:10]=1[C:11]#[N:12])[CH3:6]. The catalyst class is: 14. (3) Reactant: [NH2:1][C:2]1[CH:7]=[CH:6][C:5]([CH3:8])=[CH:4][CH:3]=1.Cl[C:10]1[C:11](=[O:22])[C:12]2[C:17]([C:18](=[O:21])[C:19]=1[Cl:20])=[CH:16][CH:15]=[CH:14][CH:13]=2. Product: [Cl:20][C:19]1[C:18](=[O:21])[C:17]2[C:12]([C:11](=[O:22])[C:10]=1[NH:1][C:2]1[CH:7]=[CH:6][C:5]([CH3:8])=[CH:4][CH:3]=1)=[CH:13][CH:14]=[CH:15][CH:16]=2. The catalyst class is: 8. (4) Reactant: [CH2:1]([C:4]1[C:5]([OH:30])=[C:6]([C:20]([O:22][CH2:23][C:24]2[CH:29]=[CH:28][CH:27]=[CH:26][CH:25]=2)=[O:21])[C:7](=[O:19])[NH:8][C:9]=1[C:10]1[CH:15]=[CH:14][C:13]([N:16]([CH3:18])[CH3:17])=[CH:12][CH:11]=1)[CH:2]=C.N1C(C)=CC=CC=1C.[O:39]1CCOCC1.O. Product: [CH3:18][N:16]([CH3:17])[C:13]1[CH:12]=[CH:11][C:10]([C:9]2[NH:8][C:7](=[O:19])[C:6]([C:20]([O:22][CH2:23][C:24]3[CH:25]=[CH:26][CH:27]=[CH:28][CH:29]=3)=[O:21])=[C:5]([OH:30])[C:4]=2[CH2:1][CH:2]=[O:39])=[CH:15][CH:14]=1. The catalyst class is: 25. (5) Reactant: [OH:1][C:2]1[CH:3]=[C:4]([CH2:9][C@H:10]([NH:21][C:22]([O:24][C:25]([CH3:28])([CH3:27])[CH3:26])=[O:23])[C:11]([O:13][C@H:14]([CH3:20])[CH2:15][O:16][C:17](=[O:19])[CH3:18])=[O:12])[CH:5]=[CH:6][C:7]=1[OH:8].Cl[C:30]([O:32][CH2:33][CH3:34])=[O:31].C(N(CC)CC)C.[C:42]([O:45][CH2:46][CH3:47])(=[O:44])C. Product: [CH2:33]([O:32][C:30]([O:1][C:2]1[CH:3]=[C:4]([CH2:9][C@H:10]([NH:21][C:22]([O:24][C:25]([CH3:27])([CH3:26])[CH3:28])=[O:23])[C:11]([O:13][C@H:14]([CH3:20])[CH2:15][O:16][C:17](=[O:19])[CH3:18])=[O:12])[CH:5]=[CH:6][C:7]=1[O:8][C:42]([O:45][CH2:46][CH3:47])=[O:44])=[O:31])[CH3:34]. The catalyst class is: 665. (6) Reactant: [CH:1]1([O:6][C:7]([NH:9][C@@H:10]2[C:24](=[O:25])[N:23]3[CH2:26][C@H:27]([O:29][C:30]4[C:31]5[CH:44]=[CH:43][S:42][C:32]=5[N:33]=[C:34]([C:36]5[CH:41]=[CH:40][CH:39]=[CH:38][N:37]=5)[N:35]=4)[CH2:28][C@H:22]3[C:21](=[O:45])[NH:20][C@:19]3([C:47]([O:49]C)=[O:48])[CH2:46][C@H:18]3[CH:17]=[CH:16][CH2:15][CH2:14][CH2:13][CH2:12][CH2:11]2)=[O:8])[CH2:5][CH2:4][CH2:3][CH2:2]1.O1CCCC1.[OH-].[Li+]. Product: [CH:1]1([O:6][C:7]([NH:9][C@@H:10]2[C:24](=[O:25])[N:23]3[CH2:26][C@H:27]([O:29][C:30]4[C:31]5[CH:44]=[CH:43][S:42][C:32]=5[N:33]=[C:34]([C:36]5[CH:41]=[CH:40][CH:39]=[CH:38][N:37]=5)[N:35]=4)[CH2:28][C@H:22]3[C:21](=[O:45])[NH:20][C@:19]3([C:47]([OH:49])=[O:48])[CH2:46][C@H:18]3[CH:17]=[CH:16][CH2:15][CH2:14][CH2:13][CH2:12][CH2:11]2)=[O:8])[CH2:5][CH2:4][CH2:3][CH2:2]1. The catalyst class is: 5. (7) Reactant: [CH3:1][C@@H:2]1[N:25]([CH3:26])[CH2:24][C@:7]23[CH2:8][CH2:9][C@@H:10]4[C@@:15]5([CH3:23])[CH2:16][CH2:17][C@H:18]([N:20]([CH3:22])[CH3:21])[CH2:19][C:14]5=[CH:13][CH2:12][C@H:11]4[C@@H:6]2[CH2:5][CH2:4][C@H:3]13. Product: [CH3:21][N:20]([CH3:22])[CH:18]1[CH2:19][CH:14]2[C:15]([CH3:23])([CH:10]3[CH:11]([CH2:12][CH2:13]2)[CH:6]2[CH2:5][CH2:4][CH:3]4[CH:2]([CH3:1])[N:25]([CH3:26])[CH2:24][C:7]24[CH2:8][CH2:9]3)[CH2:16][CH2:17]1. The catalyst class is: 78. (8) Reactant: [NH2:1][C:2]1[CH:6]=[C:5]([C:7]2[CH:8]=[C:9]([CH3:13])[CH:10]=[CH:11][CH:12]=2)[NH:4][C:3]=1[C:14]([O:16]CC)=O.[O-:19][C:20]#[N:21].[K+].[OH-].[Na+].Cl. Product: [C:9]1([CH3:13])[CH:10]=[CH:11][CH:12]=[C:7]([C:5]2[NH:4][C:3]3[C:14]([OH:16])=[N:21][C:20]([OH:19])=[N:1][C:2]=3[CH:6]=2)[CH:8]=1. The catalyst class is: 211.